This data is from NCI-60 drug combinations with 297,098 pairs across 59 cell lines. The task is: Regression. Given two drug SMILES strings and cell line genomic features, predict the synergy score measuring deviation from expected non-interaction effect. (1) Drug 1: CN(CC1=CN=C2C(=N1)C(=NC(=N2)N)N)C3=CC=C(C=C3)C(=O)NC(CCC(=O)O)C(=O)O. Drug 2: CCC1(C2=C(COC1=O)C(=O)N3CC4=CC5=C(C=CC(=C5CN(C)C)O)N=C4C3=C2)O.Cl. Cell line: HOP-62. Synergy scores: CSS=38.7, Synergy_ZIP=-7.71, Synergy_Bliss=-6.80, Synergy_Loewe=-7.19, Synergy_HSA=-5.35. (2) Drug 1: CC1=C2C(C(=O)C3(C(CC4C(C3C(C(C2(C)C)(CC1OC(=O)C(C(C5=CC=CC=C5)NC(=O)OC(C)(C)C)O)O)OC(=O)C6=CC=CC=C6)(CO4)OC(=O)C)OC)C)OC. Drug 2: CC1=C(C=C(C=C1)NC(=O)C2=CC=C(C=C2)CN3CCN(CC3)C)NC4=NC=CC(=N4)C5=CN=CC=C5. Cell line: UACC62. Synergy scores: CSS=43.9, Synergy_ZIP=8.36, Synergy_Bliss=9.44, Synergy_Loewe=-25.3, Synergy_HSA=9.39. (3) Drug 1: CC(CN1CC(=O)NC(=O)C1)N2CC(=O)NC(=O)C2. Drug 2: CC1=CC=C(C=C1)C2=CC(=NN2C3=CC=C(C=C3)S(=O)(=O)N)C(F)(F)F. Cell line: SR. Synergy scores: CSS=54.6, Synergy_ZIP=-0.0823, Synergy_Bliss=0.182, Synergy_Loewe=-6.59, Synergy_HSA=1.61. (4) Drug 1: C1CC(=O)NC(=O)C1N2CC3=C(C2=O)C=CC=C3N. Drug 2: CC(C1=C(C=CC(=C1Cl)F)Cl)OC2=C(N=CC(=C2)C3=CN(N=C3)C4CCNCC4)N. Cell line: EKVX. Synergy scores: CSS=1.71, Synergy_ZIP=-3.01, Synergy_Bliss=-5.48, Synergy_Loewe=-6.29, Synergy_HSA=-4.41. (5) Drug 1: CC(C1=C(C=CC(=C1Cl)F)Cl)OC2=C(N=CC(=C2)C3=CN(N=C3)C4CCNCC4)N. Drug 2: CN(CC1=CN=C2C(=N1)C(=NC(=N2)N)N)C3=CC=C(C=C3)C(=O)NC(CCC(=O)O)C(=O)O. Cell line: SF-268. Synergy scores: CSS=9.62, Synergy_ZIP=-4.24, Synergy_Bliss=0.694, Synergy_Loewe=-3.29, Synergy_HSA=-1.94. (6) Synergy scores: CSS=34.9, Synergy_ZIP=2.31, Synergy_Bliss=1.58, Synergy_Loewe=-1.78, Synergy_HSA=0.810. Drug 2: CC1C(C(CC(O1)OC2CC(CC3=C2C(=C4C(=C3O)C(=O)C5=CC=CC=C5C4=O)O)(C(=O)C)O)N)O. Cell line: SF-268. Drug 1: C1CCN(CC1)CCOC2=CC=C(C=C2)C(=O)C3=C(SC4=C3C=CC(=C4)O)C5=CC=C(C=C5)O. (7) Drug 1: C1=CC(=CC=C1CCCC(=O)O)N(CCCl)CCCl. Drug 2: C1=CN(C=N1)CC(O)(P(=O)(O)O)P(=O)(O)O. Cell line: OVCAR-4. Synergy scores: CSS=-1.63, Synergy_ZIP=-1.39, Synergy_Bliss=-3.14, Synergy_Loewe=-3.57, Synergy_HSA=-3.65. (8) Drug 1: CC1=C(N=C(N=C1N)C(CC(=O)N)NCC(C(=O)N)N)C(=O)NC(C(C2=CN=CN2)OC3C(C(C(C(O3)CO)O)O)OC4C(C(C(C(O4)CO)O)OC(=O)N)O)C(=O)NC(C)C(C(C)C(=O)NC(C(C)O)C(=O)NCCC5=NC(=CS5)C6=NC(=CS6)C(=O)NCCC[S+](C)C)O. Drug 2: CCC1(CC2CC(C3=C(CCN(C2)C1)C4=CC=CC=C4N3)(C5=C(C=C6C(=C5)C78CCN9C7C(C=CC9)(C(C(C8N6C)(C(=O)OC)O)OC(=O)C)CC)OC)C(=O)OC)O.OS(=O)(=O)O. Cell line: OVCAR-5. Synergy scores: CSS=12.3, Synergy_ZIP=-1.05, Synergy_Bliss=6.02, Synergy_Loewe=-2.46, Synergy_HSA=-1.63. (9) Drug 1: CC(C1=C(C=CC(=C1Cl)F)Cl)OC2=C(N=CC(=C2)C3=CN(N=C3)C4CCNCC4)N. Drug 2: C#CCC(CC1=CN=C2C(=N1)C(=NC(=N2)N)N)C3=CC=C(C=C3)C(=O)NC(CCC(=O)O)C(=O)O. Cell line: SNB-19. Synergy scores: CSS=5.25, Synergy_ZIP=-0.480, Synergy_Bliss=-1.25, Synergy_Loewe=-1.53, Synergy_HSA=-1.85.